Dataset: Reaction yield outcomes from USPTO patents with 853,638 reactions. Task: Predict the reaction yield, written as a fraction of the theoretical maximum amount of product (1.0 means a 100% yield; for example, 0.34 means a 34% yield). (1) The reactants are Cl.[Cl:2][C:3]1[CH:8]=[C:7]([C:9]2[CH:14]=[CH:13][CH:12]=[C:11]([Cl:15])[CH:10]=2)[N:6]=[C:5]2[CH2:16][CH2:17][CH2:18][C:4]=12.[NH2:19][C:20]1[CH:25]=[CH:24][C:23]([CH2:26][CH2:27][CH2:28][OH:29])=[CH:22][CH:21]=1. The catalyst is C(O)(C)C. The product is [ClH:2].[Cl:15][C:11]1[CH:10]=[C:9]([C:7]2[N:6]=[C:5]3[CH2:16][CH2:17][CH2:18][C:4]3=[C:3]([NH:19][C:20]3[CH:21]=[CH:22][C:23]([CH2:26][CH2:27][CH2:28][OH:29])=[CH:24][CH:25]=3)[CH:8]=2)[CH:14]=[CH:13][CH:12]=1. The yield is 0.160. (2) The reactants are [NH2:1][CH2:2][CH2:3][NH:4][C:5]1[N:14]=[C:13]([N:15]([C:17]2[CH:22]=[CH:21][C:20]([O:23][CH3:24])=[CH:19][CH:18]=2)[CH3:16])[C:12]2[C:7](=[CH:8][CH:9]=[CH:10][CH:11]=2)[N:6]=1.CO.Cl.[O-:28][C:29]#[N:30].[K+]. The catalyst is O. The product is [CH3:24][O:23][C:20]1[CH:19]=[CH:18][C:17]([N:15]([CH3:16])[C:13]2[C:12]3[C:7](=[CH:8][CH:9]=[CH:10][CH:11]=3)[N:6]=[C:5]([NH:4][CH2:3][CH2:2][NH:1][C:29]([NH2:30])=[O:28])[N:14]=2)=[CH:22][CH:21]=1. The yield is 0.0400. (3) The reactants are [Br:1][C:2]1[C:10]2[N:9]([CH2:11][C:12]([NH:14][C:15]3[S:16][CH:17]=[C:18]([CH3:20])[N:19]=3)=[O:13])[C:8]3[CH2:21][CH2:22][N:23](C(OC(C)(C)C)=O)[CH2:24][CH2:25][C:7]=3[C:6]=2[CH:5]=[CH:4][CH:3]=1.[ClH:33]. The catalyst is CCOC(C)=O.O1CCOCC1. The product is [ClH:33].[Br:1][C:2]1[C:10]2[N:9]([CH2:11][C:12]([NH:14][C:15]3[S:16][CH:17]=[C:18]([CH3:20])[N:19]=3)=[O:13])[C:8]3[CH2:21][CH2:22][NH:23][CH2:24][CH2:25][C:7]=3[C:6]=2[CH:5]=[CH:4][CH:3]=1. The yield is 0.940. (4) The reactants are [CH2:1]([O:8][C:9]1[CH:10]=[C:11]([OH:15])[CH:12]=[CH:13][CH:14]=1)[C:2]1[CH:7]=[CH:6][CH:5]=[CH:4][CH:3]=1.[Br:16][C:17]1[CH:24]=[C:23](F)[CH:22]=[CH:21][C:18]=1[CH:19]=[O:20].C([O-])([O-])=O.[K+].[K+]. The catalyst is CN(C=O)C.CCOC(C)=O. The product is [CH2:1]([O:8][C:9]1[CH:10]=[C:11]([CH:12]=[CH:13][CH:14]=1)[O:15][C:23]1[CH:22]=[CH:21][C:18]([CH:19]=[O:20])=[C:17]([Br:16])[CH:24]=1)[C:2]1[CH:3]=[CH:4][CH:5]=[CH:6][CH:7]=1. The yield is 1.00. (5) The reactants are [C:1]([N:9]=[C:10]=[S:11])(=[O:8])[C:2]1[CH:7]=[CH:6][CH:5]=[CH:4][CH:3]=1.[CH2:12]([O:14][C:15]([C:17]1[S:32][C:20]2=[N:21][C:22]([C:26]3[CH:31]=[CH:30][CH:29]=[CH:28][CH:27]=3)=[CH:23][C:24]([CH3:25])=[C:19]2[C:18]=1[NH2:33])=[O:16])[CH3:13]. The catalyst is CC(C)=O. The product is [CH2:12]([O:14][C:15]([C:17]1[S:32][C:20]2=[N:21][C:22]([C:26]3[CH:27]=[CH:28][CH:29]=[CH:30][CH:31]=3)=[CH:23][C:24]([CH3:25])=[C:19]2[C:18]=1[NH:33][C:10]([NH:9][C:1](=[O:8])[C:2]1[CH:7]=[CH:6][CH:5]=[CH:4][CH:3]=1)=[S:11])=[O:16])[CH3:13]. The yield is 0.930. (6) The reactants are Cl.[NH2:2][CH2:3][C:4]1[CH:9]=[CH:8][C:7]([C:10]2[O:14][C:13]([C:15]3[C:20]([F:21])=[CH:19][CH:18]=[CH:17][C:16]=3[F:22])=[N:12][C:11]=2[C:23]([NH2:25])=[O:24])=[CH:6][CH:5]=1.C(N(CC)CC)C.[F:33][C:34]1[CH:39]=[CH:38][C:37]([S:40](Cl)(=[O:42])=[O:41])=[CH:36][CH:35]=1. The catalyst is C(Cl)Cl. The product is [F:21][C:20]1[CH:19]=[CH:18][CH:17]=[C:16]([F:22])[C:15]=1[C:13]1[O:14][C:10]([C:7]2[CH:6]=[CH:5][C:4]([CH2:3][NH:2][S:40]([C:37]3[CH:38]=[CH:39][C:34]([F:33])=[CH:35][CH:36]=3)(=[O:42])=[O:41])=[CH:9][CH:8]=2)=[C:11]([C:23]([NH2:25])=[O:24])[N:12]=1. The yield is 0.570. (7) The reactants are [NH2:1][C:2]1[CH:7]=[CH:6][C:5]([CH2:8][C:9]([O:11][CH3:12])=[O:10])=[C:4]([F:13])[C:3]=1[OH:14].[C:15]1([N:25]=[C:26]=S)[C:24]2[C:19](=[CH:20][CH:21]=[CH:22][CH:23]=2)[CH:18]=[CH:17][CH:16]=1. The catalyst is CO. The product is [C:15]1([NH:25][C:26]2[O:14][C:3]3[C:4]([F:13])=[C:5]([CH2:8][C:9]([O:11][CH3:12])=[O:10])[CH:6]=[CH:7][C:2]=3[N:1]=2)[C:24]2[C:19](=[CH:20][CH:21]=[CH:22][CH:23]=2)[CH:18]=[CH:17][CH:16]=1. The yield is 0.810. (8) The product is [Br:15][CH2:12][C:3]1[C:4]([C:8]([F:11])([F:10])[F:9])=[N:5][N:6]([CH3:7])[C:2]=1[Cl:1]. The yield is 0.999. The reactants are [Cl:1][C:2]1[N:6]([CH3:7])[N:5]=[C:4]([C:8]([F:11])([F:10])[F:9])[C:3]=1[CH2:12]O.P(Br)(Br)[Br:15]. The catalyst is C(OCC)C. (9) The reactants are [CH3:1][C:2]1[N:7]=[CH:6][C:5]([CH2:8][C:9]([NH:11][C:12]2[CH:17]=[CH:16][C:15]([CH3:18])=[CH:14][CH:13]=2)=O)=[CH:4][CH:3]=1.[H-].[H-].[H-].[H-].[Li+].[Al+3].C(OCC)C. The catalyst is C1COCC1. The product is [CH3:1][C:2]1[N:7]=[CH:6][C:5]([CH2:8][CH2:9][NH:11][C:12]2[CH:13]=[CH:14][C:15]([CH3:18])=[CH:16][CH:17]=2)=[CH:4][CH:3]=1. The yield is 0.280. (10) The reactants are Br[C:2]1[C:11](=[O:12])[C:10]2[C:5](=[CH:6][C:7]([O:13][CH3:14])=[CH:8][CH:9]=2)[O:4][CH:3]=1.[CH3:15][O:16][C:17]1[CH:22]=[CH:21][C:20]([O:23][CH3:24])=[CH:19][C:18]=1B(O)O.C([O-])([O-])=O.[Na+].[Na+]. The catalyst is C1(C)C=CC=CC=1.CCO.C1C=CC([P]([Pd]([P](C2C=CC=CC=2)(C2C=CC=CC=2)C2C=CC=CC=2)([P](C2C=CC=CC=2)(C2C=CC=CC=2)C2C=CC=CC=2)[P](C2C=CC=CC=2)(C2C=CC=CC=2)C2C=CC=CC=2)(C2C=CC=CC=2)C2C=CC=CC=2)=CC=1. The product is [CH3:15][O:16][C:17]1[CH:22]=[CH:21][C:20]([O:23][CH3:24])=[CH:19][C:18]=1[C:2]1[C:11](=[O:12])[C:10]2[C:5](=[CH:6][C:7]([O:13][CH3:14])=[CH:8][CH:9]=2)[O:4][CH:3]=1. The yield is 0.510.